This data is from Peptide-MHC class I binding affinity with 185,985 pairs from IEDB/IMGT. The task is: Regression. Given a peptide amino acid sequence and an MHC pseudo amino acid sequence, predict their binding affinity value. This is MHC class I binding data. (1) The peptide sequence is LRKERLAKL. The MHC is HLA-A02:12 with pseudo-sequence HLA-A02:12. The binding affinity (normalized) is 0.0847. (2) The peptide sequence is PYIASRTSIV. The MHC is HLA-A26:01 with pseudo-sequence HLA-A26:01. The binding affinity (normalized) is 0. (3) The peptide sequence is QLDSSNKSM. The MHC is HLA-A02:01 with pseudo-sequence HLA-A02:01. The binding affinity (normalized) is 0.159. (4) The peptide sequence is DEIGEDVA. The MHC is HLA-B45:01 with pseudo-sequence HLA-B45:01. The binding affinity (normalized) is 0.179. (5) The MHC is HLA-A02:02 with pseudo-sequence HLA-A02:02. The binding affinity (normalized) is 0.370. The peptide sequence is KTIISEEYL. (6) The peptide sequence is PEIWLQLNT. The MHC is HLA-B18:01 with pseudo-sequence HLA-B18:01. The binding affinity (normalized) is 0.